Dataset: Reaction yield outcomes from USPTO patents with 853,638 reactions. Task: Predict the reaction yield, written as a fraction of the theoretical maximum amount of product (1.0 means a 100% yield; for example, 0.34 means a 34% yield). (1) The yield is 0.500. The reactants are [CH2:1]([NH:8][CH2:9][CH2:10][NH2:11])[C:2]1[CH:7]=[CH:6][CH:5]=[CH:4][CH:3]=1.[S:12](N)(N)(=[O:14])=[O:13]. The catalyst is N1C=CC=CC=1. The product is [CH2:1]([N:8]1[CH2:9][CH2:10][NH:11][S:12]1(=[O:14])=[O:13])[C:2]1[CH:7]=[CH:6][CH:5]=[CH:4][CH:3]=1. (2) The reactants are C(N(CC)C(C)C)(C)C.[F:10][C:11]([F:22])([F:21])[CH2:12]OS(C(F)(F)F)(=O)=O.[C:23]1([S:29]([N:32]2[C:36]3[CH:37]=[N:38][C:39]([C:48]#[N:49])=[C:40]([CH2:41][CH:42]4[CH2:47][CH2:46][NH:45][CH2:44][CH2:43]4)[C:35]=3[C:34]3[CH:50]=[CH:51][CH:52]=[N:53][C:33]2=3)(=[O:31])=[O:30])[CH:28]=[CH:27][CH:26]=[CH:25][CH:24]=1. The catalyst is C1COCC1. The product is [C:23]1([S:29]([N:32]2[C:36]3[CH:37]=[N:38][C:39]([C:48]#[N:49])=[C:40]([CH2:41][CH:42]4[CH2:47][CH2:46][N:45]([CH2:12][C:11]([F:10])([F:21])[F:22])[CH2:44][CH2:43]4)[C:35]=3[C:34]3[CH:50]=[CH:51][CH:52]=[N:53][C:33]2=3)(=[O:31])=[O:30])[CH:24]=[CH:25][CH:26]=[CH:27][CH:28]=1. The yield is 0.850.